From a dataset of Catalyst prediction with 721,799 reactions and 888 catalyst types from USPTO. Predict which catalyst facilitates the given reaction. (1) Product: [NH2:7][CH2:8][C:9]1[CH:10]=[CH:11][C:12]([CH2:15][NH:16][C:17]2[C:22]3[CH:23]=[CH:24][N:25]([CH2:26][C:27]4[CH:32]=[CH:31][C:30]([CH2:33][N:34]5[CH:39]=[CH:38][CH:37]=[CH:36][C:35]5=[O:40])=[CH:29][CH:28]=4)[C:21]=3[CH:20]=[CH:19][N:18]=2)=[CH:13][CH:14]=1. The catalyst class is: 71. Reactant: C(OC(=O)[NH:7][CH2:8][C:9]1[CH:14]=[CH:13][C:12]([CH2:15][NH:16][C:17]2[C:22]3[CH:23]=[CH:24][N:25]([CH2:26][C:27]4[CH:32]=[CH:31][C:30]([CH2:33][N:34]5[CH:39]=[CH:38][CH:37]=[CH:36][C:35]5=[O:40])=[CH:29][CH:28]=4)[C:21]=3[CH:20]=[CH:19][N:18]=2)=[CH:11][CH:10]=1)(C)(C)C.Cl. (2) Reactant: [F:1][C:2]1[CH:7]=[CH:6][C:5]([C:8]([C:10]2[CH:11]=[N:12][C:13]([N:16]3[CH2:21][CH2:20][N:19]([C:22]([O:24][C:25]([CH3:28])([CH3:27])[CH3:26])=[O:23])[CH2:18][CH2:17]3)=[N:14][CH:15]=2)=[CH2:9])=[CH:4][CH:3]=1.B.C1C[O:33]CC1.[OH-].[Na+].OO.Cl. Product: [F:1][C:2]1[CH:7]=[CH:6][C:5]([CH:8]([C:10]2[CH:11]=[N:12][C:13]([N:16]3[CH2:21][CH2:20][N:19]([C:22]([O:24][C:25]([CH3:28])([CH3:27])[CH3:26])=[O:23])[CH2:18][CH2:17]3)=[N:14][CH:15]=2)[CH2:9][OH:33])=[CH:4][CH:3]=1. The catalyst class is: 20. (3) Reactant: [CH2:1]([N:3]([C:8]1[CH:13]=[C:12](F)[CH:11]=[CH:10][C:9]=1[N+:15]([O-:17])=[O:16])[S:4]([CH3:7])(=[O:6])=[O:5])[CH3:2].[N:18]1([C:25]([O:27][C:28]([CH3:31])([CH3:30])[CH3:29])=[O:26])[CH2:24][CH2:23][CH2:22][NH:21][CH2:20][CH2:19]1.C(=O)([O-])[O-].[K+].[K+].O. Product: [CH2:1]([N:3]([S:4]([CH3:7])(=[O:6])=[O:5])[C:8]1[CH:13]=[C:12]([N:21]2[CH2:22][CH2:23][CH2:24][N:18]([C:25]([O:27][C:28]([CH3:31])([CH3:30])[CH3:29])=[O:26])[CH2:19][CH2:20]2)[CH:11]=[CH:10][C:9]=1[N+:15]([O-:17])=[O:16])[CH3:2]. The catalyst class is: 16.